Dataset: Catalyst prediction with 721,799 reactions and 888 catalyst types from USPTO. Task: Predict which catalyst facilitates the given reaction. (1) The catalyst class is: 53. Product: [Br:24][C:19]1[C:20]([F:23])=[CH:21][CH:22]=[C:17]([CH2:16][Br:25])[N:18]=1. Reactant: C(NC([CH2:16][C:17]1[CH:22]=[CH:21][C:20]([F:23])=[C:19]([Br:24])[N:18]=1)(C(OCC)=O)C(OCC)=O)(=O)C.[Br:25]C1C(F)=CC=C(C)N=1.C1C(=O)N(Br)C(=O)C1.CC(N=NC(C#N)(C)C)(C#N)C. (2) Product: [O:1]1[C:10]2[CH:9]=[C:8]([CH2:11][N:12]([CH2:13][CH:14]3[CH:19]([OH:20])[CH2:18][CH2:17][N:16]([CH2:21][CH2:22][N:23]4[C:32]5[C:27](=[CH:28][CH:29]=[C:30]([F:33])[CH:31]=5)[N:26]=[CH:25][C:24]4=[O:34])[CH2:15]3)[C:35](=[O:36])[O:37][C:38]([CH3:41])([CH3:40])[CH3:39])[N:7]=[CH:6][C:5]=2[O:4][CH2:3][CH2:2]1. The catalyst class is: 4. Reactant: [O:1]1[C:10]2[CH:9]=[C:8]([CH2:11][NH:12][CH2:13][CH:14]3[CH:19]([OH:20])[CH2:18][CH2:17][N:16]([CH2:21][CH2:22][N:23]4[C:32]5[C:27](=[CH:28][CH:29]=[C:30]([F:33])[CH:31]=5)[N:26]=[CH:25][C:24]4=[O:34])[CH2:15]3)[N:7]=[CH:6][C:5]=2[O:4][CH2:3][CH2:2]1.[C:35](O[C:35]([O:37][C:38]([CH3:41])([CH3:40])[CH3:39])=[O:36])([O:37][C:38]([CH3:41])([CH3:40])[CH3:39])=[O:36]. (3) Product: [Cl:1][C:2]1[CH:7]=[CH:6][N:5]=[C:4]2[CH:8]=[C:9]([C:11]([N:25]3[CH2:26][CH2:27][C@@H:23]([N:15]([CH3:14])[C:16](=[O:22])[O:17][C:18]([CH3:19])([CH3:20])[CH3:21])[CH2:24]3)=[O:13])[S:10][C:3]=12. Reactant: [Cl:1][C:2]1[CH:7]=[CH:6][N:5]=[C:4]2[CH:8]=[C:9]([C:11]([OH:13])=O)[S:10][C:3]=12.[CH3:14][N:15]([C@@H:23]1[CH2:27][CH2:26][NH:25][CH2:24]1)[C:16](=[O:22])[O:17][C:18]([CH3:21])([CH3:20])[CH3:19].CCN(CC)CC. The catalyst class is: 820. (4) Reactant: I[CH2:2][CH2:3][C:4]([C:7]([O:10][C:11]([C:14]([S:17]([F:20])(=[O:19])=[O:18])([F:16])[F:15])([F:13])[F:12])([F:9])[F:8])([F:6])[F:5].N(CC)(CC)CC.OS(O)(=O)=O. Product: [CH2:2]=[CH:3][C:4]([C:7]([O:10][C:11]([C:14]([S:17]([F:20])(=[O:19])=[O:18])([F:15])[F:16])([F:12])[F:13])([F:9])[F:8])([F:6])[F:5]. The catalyst class is: 23. (5) Product: [Cl:1][C:2]1[CH:3]=[CH:4][C:5]([C:6]([N:8]2[CH2:12][CH2:11][CH:10]([NH:13][C:14]3[S:15][CH:16]=[C:17](/[CH:19]=[CH:20]/[C:21]([OH:23])=[O:22])[N:18]=3)[CH2:9]2)=[O:7])=[CH:26][CH:27]=1. The catalyst class is: 5. Reactant: [Cl:1][C:2]1[CH:27]=[CH:26][C:5]([C:6]([N:8]2[CH2:12][CH2:11][CH:10]([NH:13][C:14]3[S:15][CH:16]=[C:17](/[CH:19]=[CH:20]/[C:21]([O:23]CC)=[O:22])[N:18]=3)[CH2:9]2)=[O:7])=[CH:4][CH:3]=1.[OH-].[Na+]. (6) The catalyst class is: 8. Reactant: Br.Br[CH2:3][C:4]1[S:8][CH:7]=[N:6][C:5]=1[CH:9]=[CH2:10].[SH:11][C:12]1[N:17]=[C:16]([OH:18])[CH:15]=[C:14]([C:19]([F:22])([F:21])[F:20])[N:13]=1.C(N(CC)CC)C. Product: [CH:9]([C:5]1[N:6]=[CH:7][S:8][C:4]=1[CH2:3][S:11][C:12]1[N:17]=[C:16]([OH:18])[CH:15]=[C:14]([C:19]([F:22])([F:20])[F:21])[N:13]=1)=[CH2:10].